This data is from Full USPTO retrosynthesis dataset with 1.9M reactions from patents (1976-2016). The task is: Predict the reactants needed to synthesize the given product. (1) Given the product [CH2:1]([S:8]([CH2:9][CH:10]([CH2:14][CH2:15][C:16]([OH:18])=[O:17])[C:11]([OH:13])=[O:12])=[O:27])[C:2]1[CH:3]=[CH:4][CH:5]=[CH:6][CH:7]=1, predict the reactants needed to synthesize it. The reactants are: [CH2:1]([S:8][CH2:9][CH:10]([CH2:14][CH2:15][C:16]([OH:18])=[O:17])[C:11]([OH:13])=[O:12])[C:2]1[CH:7]=[CH:6][CH:5]=[CH:4][CH:3]=1.ClC1C=CC=C(C(OO)=[O:27])C=1. (2) Given the product [Br:1][C:2]1[CH:7]=[N:6][C:5]([C:8]([NH:13][CH3:12])=[O:10])=[N:4][CH:3]=1, predict the reactants needed to synthesize it. The reactants are: [Br:1][C:2]1[CH:3]=[N:4][C:5]([C:8]([O:10]C)=O)=[N:6][CH:7]=1.[CH3:12][NH2:13].